This data is from Catalyst prediction with 721,799 reactions and 888 catalyst types from USPTO. The task is: Predict which catalyst facilitates the given reaction. (1) Product: [O:4]1[C@H:5]2[C@H:6]([NH:7][CH2:8][CH2:9]2)[C@@H:2]([OH:1])[CH2:3]1. The catalyst class is: 89. Reactant: [OH:1][C@@H:2]1[C@H:6]2[N:7](C(OCC3C4C=CC=CC=4C4C3=CC=CC=4)=O)[CH2:8][CH2:9][C@H:5]2[O:4][CH2:3]1. (2) The catalyst class is: 8. Reactant: C(O)(=O)/C=C\C(O)=O.[NH2:9][CH2:10][C:11]1[N:16]=[CH:15][CH:14]=[CH:13][N:12]=1.[ClH:17].C(OCC)(=O)C. Product: [ClH:17].[NH2:9][CH2:10][C:11]1[N:16]=[CH:15][CH:14]=[CH:13][N:12]=1. (3) Reactant: C(N(CC)CC)C.Br[CH:9]([CH:14](Br)[C:15]([C:17]1[CH:22]=[CH:21][C:20]([O:23][CH3:24])=[C:19]([O:25][CH3:26])[CH:18]=1)=[O:16])[C:10]([O:12][CH3:13])=[O:11]. Product: [CH3:26][O:25][C:19]1[CH:18]=[C:17]([C:15](=[O:16])[C:14]#[C:9][C:10]([O:12][CH3:13])=[O:11])[CH:22]=[CH:21][C:20]=1[O:23][CH3:24]. The catalyst class is: 2.